From a dataset of Catalyst prediction with 721,799 reactions and 888 catalyst types from USPTO. Predict which catalyst facilitates the given reaction. (1) Reactant: [C:1]([O:5][CH:6]([C:12]1[C:16]([C:17]2[CH2:22][CH2:21][C:20]([CH3:24])([CH3:23])[CH2:19][CH:18]=2)=[C:15](/[CH:25]=[CH:26]/[C:27]2[CH:32]=[CH:31][CH:30]=[CH:29][CH:28]=2)[S:14][C:13]=1[CH3:33])[C:7]([O:9][CH2:10][CH3:11])=[O:8])([CH3:4])([CH3:3])[CH3:2]. Product: [C:1]([O:5][CH:6]([C:12]1[C:16]([C:17]2[CH2:22][CH2:21][C:20]([CH3:24])([CH3:23])[CH2:19][CH:18]=2)=[C:15]([CH2:25][CH2:26][C:27]2[CH:32]=[CH:31][CH:30]=[CH:29][CH:28]=2)[S:14][C:13]=1[CH3:33])[C:7]([O:9][CH2:10][CH3:11])=[O:8])([CH3:2])([CH3:3])[CH3:4]. The catalyst class is: 19. (2) Reactant: [F:1][C:2]1[CH:7]=[CH:6][C:5]([NH:8][C:9]([C:11]2([C:14]([NH:16][C:17]3[CH:22]=[CH:21][C:20]([O:23]CC4C=CC=CC=4)=[CH:19][CH:18]=3)=[O:15])[CH2:13][CH2:12]2)=[O:10])=[CH:4][CH:3]=1.C1CC=CCC=1. Product: [OH:23][C:20]1[CH:21]=[CH:22][C:17]([NH:16][C:14]([C:11]2([C:9]([NH:8][C:5]3[CH:4]=[CH:3][C:2]([F:1])=[CH:7][CH:6]=3)=[O:10])[CH2:13][CH2:12]2)=[O:15])=[CH:18][CH:19]=1. The catalyst class is: 50. (3) Reactant: Br[C:2]1[CH:3]=[C:4]([C:9]2[N:14]=[C:13]([C:15]3[CH:20]=[CH:19][CH:18]=[CH:17][CH:16]=3)[N:12]=[C:11]([C:21]3[CH:26]=[CH:25][CH:24]=[CH:23][CH:22]=3)[N:10]=2)[CH:5]=[C:6]([Cl:8])[CH:7]=1.[CH:27]1[C:40]2[CH:39]=[C:38](B(O)O)[C:37]3[C:32](=[CH:33][CH:34]=[CH:35][CH:36]=3)[C:31]=2[CH:30]=[CH:29][CH:28]=1.[OH-].[Na+].O1CCCC1. Product: [Cl:8][C:6]1[CH:5]=[C:4]([C:9]2[N:14]=[C:13]([C:15]3[CH:20]=[CH:19][CH:18]=[CH:17][CH:16]=3)[N:12]=[C:11]([C:21]3[CH:26]=[CH:25][CH:24]=[CH:23][CH:22]=3)[N:10]=2)[CH:3]=[C:2]([C:39]2[C:40]3[C:31]([C:32]4[CH:33]=[CH:34][CH:35]=[CH:36][C:37]=4[CH:38]=2)=[CH:30][CH:29]=[CH:28][CH:27]=3)[CH:7]=1. The catalyst class is: 690. (4) Reactant: [CH3:1][O:2][C:3]1[CH:4]=[C:5]2[C:18](=[C:19]([O:21]C)[CH:20]=1)[O:17][CH2:16][C@H:15]1[C@@:6]2([CH3:26])[CH2:7][CH2:8][C@@H:9]2[C@:14]1([CH3:23])[CH2:13][CH2:12][CH2:11][C:10]2([CH3:25])[CH3:24].B(Br)(Br)Br. Product: [CH3:1][O:2][C:3]1[CH:4]=[C:5]2[C:18](=[C:19]([OH:21])[CH:20]=1)[O:17][CH2:16][C@H:15]1[C@@:6]2([CH3:26])[CH2:7][CH2:8][C@@H:9]2[C@:14]1([CH3:23])[CH2:13][CH2:12][CH2:11][C:10]2([CH3:25])[CH3:24]. The catalyst class is: 2. (5) Reactant: C[O:2][C:3]([C:5]1[S:6][C:7]([C:24]#[C:25][C:26]([CH3:29])([CH3:28])[CH3:27])=[CH:8][C:9]=1[N:10]([CH2:20][C:21]([OH:23])=[O:22])[C:11]([C@H:13]1[CH2:18][CH2:17][C@H:16]([CH3:19])[CH2:15][CH2:14]1)=[O:12])=[O:4].C1COCC1.CO.[OH-].[Li+]. Product: [C:21]([CH2:20][N:10]([C:11]([C@H:13]1[CH2:18][CH2:17][C@H:16]([CH3:19])[CH2:15][CH2:14]1)=[O:12])[C:9]1[CH:8]=[C:7]([C:24]#[C:25][C:26]([CH3:29])([CH3:28])[CH3:27])[S:6][C:5]=1[C:3]([OH:4])=[O:2])([OH:23])=[O:22]. The catalyst class is: 6. (6) Reactant: [CH:1]1([N:5]2[CH2:11][C:10]([F:13])([F:12])[C:9](=[O:14])[N:8]([CH3:15])[C:7]3[CH:16]=[N:17][C:18]([NH:20][C:21]4[CH:29]=[CH:28][C:24]([C:25]([OH:27])=O)=[CH:23][C:22]=4[O:30][CH3:31])=[N:19][C:6]2=3)[CH2:4][CH2:3][CH2:2]1.C([N:34](CC)CC)C.F[P-](F)(F)(F)(F)F.CN(C(N(C)C)=[N+]1C2C(=NC=CC=2)[N+]([O-])=N1)C.[Cl-].[NH4+]. Product: [CH:1]1([N:5]2[CH2:11][C:10]([F:13])([F:12])[C:9](=[O:14])[N:8]([CH3:15])[C:7]3[CH:16]=[N:17][C:18]([NH:20][C:21]4[CH:29]=[CH:28][C:24]([C:25]([NH2:34])=[O:27])=[CH:23][C:22]=4[O:30][CH3:31])=[N:19][C:6]2=3)[CH2:4][CH2:3][CH2:2]1. The catalyst class is: 434. (7) Reactant: C(OC(=O)[NH:7][C@H:8]([C@H:11]1[CH2:13][C:12]1([Cl:15])[Cl:14])[CH2:9][OH:10])(C)(C)C.O1CCOCC1. Product: [NH2:7][CH:8]([CH:11]1[CH2:13][C:12]1([Cl:15])[Cl:14])[CH2:9][OH:10]. The catalyst class is: 33. (8) Reactant: [F:1][C:2]1[CH:8]=[CH:7][CH:6]=[CH:5][C:3]=1[NH2:4].[CH3:9][C:10]1[CH:26]=[CH:25][C:13]([C:14]([NH:16][CH:17]([N:22]=[C:23]=[O:24])[C:18]([Cl:21])([Cl:20])[Cl:19])=[O:15])=[CH:12][CH:11]=1. Product: [CH3:9][C:10]1[CH:11]=[CH:12][C:13]([C:14]([NH:16][CH:17]([NH:22][C:23]([NH:4][C:3]2[CH:5]=[CH:6][CH:7]=[CH:8][C:2]=2[F:1])=[O:24])[C:18]([Cl:21])([Cl:20])[Cl:19])=[O:15])=[CH:25][CH:26]=1. The catalyst class is: 1.